Dataset: Experimentally validated miRNA-target interactions with 360,000+ pairs, plus equal number of negative samples. Task: Binary Classification. Given a miRNA mature sequence and a target amino acid sequence, predict their likelihood of interaction. (1) The miRNA is hsa-miR-4260 with sequence CUUGGGGCAUGGAGUCCCA. The protein sequence of the target gene is MNRSRQVTCVAWVRCGVAKETPDKVELSKEEVKRLIAEAKEKLQEEGGGSDEEETGSPSEDGMQSARTQARPREPLEDGDPEDDRTLDDDELAEYDLDKYDEEGDPDAETLGESLLGLTVYGSNDQDPYVTLKDTEQYEREDFLIKPSDNLIVCGRAEQDQCNLEVHVYNQEEDSFYVHHDILLSAYPLSVEWLNFDPSPDDSTGNYIAVGNMTPVIEVWDLDIVDSLEPVFTLGSKLSKKKKKKGKKSSSAEGHTDAVLDLSWNKLIRNVLASASADNTVILWDMSLGKPAASLAVHTD.... Result: 0 (no interaction). (2) Result: 0 (no interaction). The miRNA is cel-miR-4933 with sequence UGGCAGUGACCUAUUCUGGCCA. The protein sequence of the target gene is MVRSGKGIQNKNATEVTEFILLGLSDNPDLQGVLFALFLIIYTMTLVGNLGMMALIKIDRSLHTPMYFFLSSLSFVDASYSSSVTPKMLVNLMAEDKSISFNGCATQFFFFGSFLGTECFLLAMMAYDRYAAIWNPLLYPVLMSGRICFMLVSTSFLAGFGNAAIHTGMTFRLSFCGSNKINHFYCDTPPLLKLSCSDTHINGIVIMAFSSFNVISCVLIVLISYLCILIAILKMPSAEGRHKAFSTCASHLMAVTIFFGTILFMYLRPTSSYSMEQDKVVSVFYTVVIPMLNPLIYSLK....